From a dataset of Catalyst prediction with 721,799 reactions and 888 catalyst types from USPTO. Predict which catalyst facilitates the given reaction. (1) Reactant: N1([C:6]2[CH2:14][C@H:13]3[N:9]([CH2:10][CH2:11][CH2:12]3)[C:8](=O)[CH:7]=2)CCCC1.[H-].[Al+3].[Li+].[H-].[H-].[H-].[OH-].[Na+].C([OH:26])C. Product: [CH2:12]1[C@@H:13]2[N:9]([CH2:8][CH2:7][C:6](=[O:26])[CH2:14]2)[CH2:10][CH2:11]1. The catalyst class is: 7. (2) The catalyst class is: 50. Product: [Cl:1][C:2]1[C:3]([C:18]#[N:19])=[CH:4][C:5]([F:17])=[C:6]([CH2:8][CH2:9][C:10]([O:12][C:13]([CH3:16])([CH3:14])[CH3:15])=[O:11])[CH:7]=1. Reactant: [Cl:1][C:2]1[C:3]([C:18]#[N:19])=[CH:4][C:5]([F:17])=[C:6]([CH:8]=[CH:9][C:10]([O:12][C:13]([CH3:16])([CH3:15])[CH3:14])=[O:11])[CH:7]=1. (3) Reactant: [CH3:1][N:2]([CH3:17])[C:3](=[O:16])[C@H:4]([CH2:12][CH:13]([CH3:15])[CH3:14])[NH:5][C:6]1[CH2:10][S:9][C:8](=[O:11])[N:7]=1.[F:18][C:19]([F:40])([F:39])[C:20]1[CH:34]=[C:33]([C:35]([F:38])([F:37])[F:36])[CH:32]=[CH:31][C:21]=1[CH2:22][N:23]1[CH2:28][CH2:27][CH:26]([CH:29]=O)[CH2:25][CH2:24]1.C([O-])(=O)C.[NH2+]1CCCCC1. Product: [F:40][C:19]([F:18])([F:39])[C:20]1[CH:34]=[C:33]([C:35]([F:38])([F:37])[F:36])[CH:32]=[CH:31][C:21]=1[CH2:22][N:23]1[CH2:28][CH2:27][CH:26](/[CH:29]=[C:10]2/[C:6]([NH:5][C@H:4]([C:3]([N:2]([CH3:1])[CH3:17])=[O:16])[CH2:12][CH:13]([CH3:14])[CH3:15])=[N:7][C:8](=[O:11])[S:9]/2)[CH2:25][CH2:24]1. The catalyst class is: 41. (4) Reactant: [CH3:1][S:2]([C:5]1[CH:10]=[CH:9][C:8]([CH2:11][C:12]([OH:14])=O)=[CH:7][CH:6]=1)(=[O:4])=[O:3].C(N1C=CN=C1)(N1C=CN=C1)=O.[C:27](=[N:30]O)([NH2:29])[CH3:28]. Product: [CH3:28][C:27]1[N:30]=[C:12]([CH2:11][C:8]2[CH:7]=[CH:6][C:5]([S:2]([CH3:1])(=[O:3])=[O:4])=[CH:10][CH:9]=2)[O:14][N:29]=1. The catalyst class is: 3. (5) Reactant: [O:1]1[CH:5]=[N:4][C:3]([C:6]([NH:9]C(=O)OC(C)(C)C)([CH3:8])[CH3:7])=[N:2]1.[ClH:17]. Product: [ClH:17].[CH3:7][C:6]([NH2:9])([C:3]1[N:4]=[CH:5][O:1][N:2]=1)[CH3:8]. The catalyst class is: 13. (6) Reactant: [CH3:1][N:2]1[C:6]([C:7]2[CH:19]=[N:18][C:17]3[C:16]4[C:11](=[C:12]([C:21]([O:23][CH3:24])=[O:22])[CH:13]=[CH:14][C:15]=4[F:20])[NH:10][C:9]=3[CH:8]=2)=[C:5]([CH3:25])[N:4]=[N:3]1.[C:26]1([C@@H:32]([CH:34]2[CH2:39][CH2:38][O:37][CH2:36][CH2:35]2)O)[CH:31]=[CH:30][CH:29]=[CH:28][CH:27]=1.C1(P(C2C=CC=CC=2)C2C=CC=CC=2)C=CC=CC=1.CC(OC(/N=N/C(OC(C)C)=O)=O)C. Product: [CH3:1][N:2]1[C:6]([C:7]2[CH:19]=[N:18][C:17]3[C:16]4[C:11](=[C:12]([C:21]([O:23][CH3:24])=[O:22])[CH:13]=[CH:14][C:15]=4[F:20])[N:10]([C@H:32]([C:26]4[CH:31]=[CH:30][CH:29]=[CH:28][CH:27]=4)[CH:34]4[CH2:35][CH2:36][O:37][CH2:38][CH2:39]4)[C:9]=3[CH:8]=2)=[C:5]([CH3:25])[N:4]=[N:3]1. The catalyst class is: 4. (7) Reactant: [N:1]1[C:9]([NH:10][C@H:11]([C:13]2[N:14]([C:26]3[CH:31]=[CH:30][CH:29]=[CH:28][CH:27]=3)[C:15](=[O:25])[C:16]3[C:21]([CH:22]=2)=[CH:20][CH:19]=[CH:18][C:17]=3[CH:23]=C)[CH3:12])=[C:8]2[C:4]([NH:5][CH:6]=[N:7]2)=[N:3][CH:2]=1.I([O-])(=O)(=O)=[O:33].[Na+]. Product: [N:1]1[C:9]([NH:10][C@H:11]([C:13]2[N:14]([C:26]3[CH:31]=[CH:30][CH:29]=[CH:28][CH:27]=3)[C:15](=[O:25])[C:16]3[C:21]([CH:22]=2)=[CH:20][CH:19]=[CH:18][C:17]=3[CH:23]=[O:33])[CH3:12])=[C:8]2[C:4]([NH:5][CH:6]=[N:7]2)=[N:3][CH:2]=1. The catalyst class is: 785.